This data is from Catalyst prediction with 721,799 reactions and 888 catalyst types from USPTO. The task is: Predict which catalyst facilitates the given reaction. (1) The catalyst class is: 11. Reactant: [Cl-].C([NH+](CC)CC)C.[N-:9]=[N+:10]=[N-:11].[Na+].[F:13][C:14]1[CH:19]=[CH:18][C:17]([CH2:20][C:21]#[N:22])=[CH:16][CH:15]=1.O. Product: [F:13][C:14]1[CH:19]=[CH:18][C:17]([CH2:20][C:21]2[NH:22][N:11]=[N:10][N:9]=2)=[CH:16][CH:15]=1. (2) Reactant: [F:1][C:2]1[CH:16]=[C:15]([N+:17]([O-])=O)[CH:14]=[CH:13][C:3]=1[NH:4][CH2:5][CH2:6][N:7]1[CH2:12][CH2:11][O:10][CH2:9][CH2:8]1. Product: [F:1][C:2]1[CH:16]=[C:15]([NH2:17])[CH:14]=[CH:13][C:3]=1[NH:4][CH2:5][CH2:6][N:7]1[CH2:12][CH2:11][O:10][CH2:9][CH2:8]1. The catalyst class is: 123. (3) Reactant: CNC.C1COCC1.[CH3:9][N:10]([CH:12]=O)[CH3:11].ClC[C:16](=[NH:49])[NH:17][S:18]([C:21]1[CH:26]=[CH:25][CH:24]=[C:23]([C:27](=[O:48])[C:28](=[C:39]2[NH:43][C:42]3[CH:44]=[CH:45][CH:46]=[CH:47][C:41]=3[NH:40]2)[C:29]([C:31]2[CH:36]=[C:35]([F:37])[CH:34]=[C:33]([F:38])[CH:32]=2)=[O:30])[CH:22]=1)(=[O:20])=[O:19]. Product: [F:37][C:35]1[CH:36]=[C:31]([C:29](=[O:30])[C:28](=[C:39]2[NH:40][C:41]3[CH:47]=[CH:46][CH:45]=[CH:44][C:42]=3[NH:43]2)[C:27]([C:23]2[CH:22]=[C:21]([S:18]([NH:17][C:16](=[NH:49])[CH2:12][N:10]([CH3:9])[CH3:11])(=[O:19])=[O:20])[CH:26]=[CH:25][CH:24]=2)=[O:48])[CH:32]=[C:33]([F:38])[CH:34]=1. The catalyst class is: 6. (4) Reactant: [Cl:1][C:2]1[CH:7]=[CH:6][CH:5]=[C:4]([I:8])[C:3]=1[C:9]1[NH:13][C:12](=[O:14])[N:11]([C:15]2[CH:24]=[CH:23][C:18]([C:19](OC)=[O:20])=[C:17]([O:25][CH3:26])[CH:16]=2)[N:10]=1.[F:27][C:28]1[CH:34]=[CH:33][C:31]([NH2:32])=[CH:30][C:29]=1[C:35]([F:38])([F:37])[F:36].C[Al](C)C. Product: [Cl:1][C:2]1[CH:7]=[CH:6][CH:5]=[C:4]([I:8])[C:3]=1[C:9]1[NH:13][C:12](=[O:14])[N:11]([C:15]2[CH:24]=[CH:23][C:18]([C:19]([NH:32][C:31]3[CH:33]=[CH:34][C:28]([F:27])=[C:29]([C:35]([F:38])([F:36])[F:37])[CH:30]=3)=[O:20])=[C:17]([O:25][CH3:26])[CH:16]=2)[N:10]=1. The catalyst class is: 11. (5) Reactant: [N+:1]([C:4]1[CH:15]=[CH:14][C:7]2[CH:8]=[C:9]([C:11]([OH:13])=O)[O:10][C:6]=2[CH:5]=1)([O-:3])=[O:2].Cl.Cl.[NH2:18][C@@H:19]1[CH:24]2[CH2:25][CH2:26][N:21]([CH2:22][CH2:23]2)[CH2:20]1.CN(C(ON1N=NC2C=CC=NC1=2)=[N+](C)C)C.F[P-](F)(F)(F)(F)F.C(N(CC)C(C)C)(C)C. Product: [N:21]12[CH2:26][CH2:25][CH:24]([CH2:23][CH2:22]1)[C@@H:19]([NH:18][C:11]([C:9]1[O:10][C:6]3[CH:5]=[C:4]([N+:1]([O-:3])=[O:2])[CH:15]=[CH:14][C:7]=3[CH:8]=1)=[O:13])[CH2:20]2. The catalyst class is: 3. (6) Reactant: [S:1]1[C:5]2[CH2:6][CH2:7][CH2:8][C:4]=2[N:3]=[C:2]1[NH2:9].CO[C:12](OC)([CH2:15]Br)[CH:13]=[O:14].C(=O)(O)[O-].[Na+].C(OC)(C)(C)C. Product: [N:9]1[C:12]([CH:13]=[O:14])=[CH:15][N:3]2[C:4]3[CH2:8][CH2:7][CH2:6][C:5]=3[S:1][C:2]=12. The catalyst class is: 41.